Dataset: Catalyst prediction with 721,799 reactions and 888 catalyst types from USPTO. Task: Predict which catalyst facilitates the given reaction. (1) Reactant: [CH:1]1[C:10]2[C:5](=[CH:6][CH:7]=[CH:8][CH:9]=2)[CH:4]=[CH:3][C:2]=1[C:11]1[CH:16]=[CH:15][N:14]=[C:13]([N:17]2[CH2:22][CH2:21][CH:20]([CH2:23][OH:24])[CH2:19][CH2:18]2)[N:12]=1. Product: [CH:1]1[C:10]2[C:5](=[CH:6][CH:7]=[CH:8][CH:9]=2)[CH:4]=[CH:3][C:2]=1[C:11]1[CH:16]=[CH:15][N:14]=[C:13]([N:17]2[CH2:22][CH2:21][CH:20]([CH:23]=[O:24])[CH2:19][CH2:18]2)[N:12]=1. The catalyst class is: 4. (2) Reactant: [CH3:1][C:2]1[CH:25]=[CH:24][C:5]([CH2:6][NH:7][C:8](=O)[CH2:9][CH2:10][C:11]2[CH:16]=[CH:15][C:14]([O:17][CH2:18][C:19]#[CH:20])=[C:13]([O:21][CH3:22])[CH:12]=2)=[CH:4][CH:3]=1.COC1C=CC(P2(SP(C3C=CC(OC)=CC=3)(=S)S2)=[S:35])=CC=1. Product: [CH3:1][C:2]1[CH:25]=[CH:24][C:5]([CH2:6][NH:7][C:8](=[S:35])[CH2:9][CH2:10][C:11]2[CH:16]=[CH:15][C:14]([O:17][CH2:18][C:19]#[CH:20])=[C:13]([O:21][CH3:22])[CH:12]=2)=[CH:4][CH:3]=1. The catalyst class is: 7. (3) Reactant: [CH3:1][O:2][C:3]1[C:15]2[NH:14][C:13]3[C:8](=[CH:9][C:10]([C:16](OCC)=O)=[CH:11][CH:12]=3)[C:7]=2[CH:6]=[C:5]2[C:21]3[CH:22]=[C:23]([C:28](OCC)=O)[CH:24]=[CH:25][C:26]=3[NH:27][C:4]=12.[H-].[H-].[H-].[H-].[Li+].[Al+3]. Product: [CH3:1][O:2][C:3]1[C:4]2[NH:27][C:26]3[C:21](=[CH:22][C:23]([CH3:28])=[CH:24][CH:25]=3)[C:5]=2[CH:6]=[C:7]2[C:8]3[CH:9]=[C:10]([CH3:16])[CH:11]=[CH:12][C:13]=3[NH:14][C:15]=12. The catalyst class is: 1. (4) Reactant: [CH2:1]([O:8][C:9](=[O:42])[CH2:10][C@@H:11]([N:25]1[CH:29]=[CH:28][C:27]([C:30]2[CH:35]=[CH:34][C:33]([C:36]3[CH:41]=[CH:40][CH:39]=[CH:38][CH:37]=3)=[CH:32][CH:31]=2)=[CH:26]1)[C:12]([NH:14][C@@H:15]([CH2:18][C:19]1[CH:24]=[CH:23][CH:22]=[CH:21][CH:20]=1)[CH2:16][OH:17])=[O:13])[C:2]1[CH:7]=[CH:6][CH:5]=[CH:4][CH:3]=1.[CH2:43](OC(=O)C[C@@H](NC(OC(C)(C)C)=O)C(N[C@@H](CC1C=CC=CC=1)COC)=O)C1C=CC=CC=1.C1(C2C=CC=CC=2)C=CC(C2CC(OC)OC2OC)=CC=1. Product: [CH2:1]([O:8][C:9](=[O:42])[CH2:10][C@@H:11]([N:25]1[CH:29]=[CH:28][C:27]([C:30]2[CH:35]=[CH:34][C:33]([C:36]3[CH:37]=[CH:38][CH:39]=[CH:40][CH:41]=3)=[CH:32][CH:31]=2)=[CH:26]1)[C:12]([NH:14][C@@H:15]([CH2:18][C:19]1[CH:24]=[CH:23][CH:22]=[CH:21][CH:20]=1)[CH2:16][O:17][CH3:43])=[O:13])[C:2]1[CH:7]=[CH:6][CH:5]=[CH:4][CH:3]=1. The catalyst class is: 52.